From a dataset of Full USPTO retrosynthesis dataset with 1.9M reactions from patents (1976-2016). Predict the reactants needed to synthesize the given product. (1) Given the product [CH3:6][O:5][C:1]([CH2:2][CH2:3][N:14]([CH2:7][C:8]1[CH:13]=[CH:12][CH:11]=[CH:10][CH:9]=1)[CH2:3][CH2:2][C:1]([O:5][CH3:6])=[O:4])=[O:4], predict the reactants needed to synthesize it. The reactants are: [C:1]([O:5][CH3:6])(=[O:4])[CH:2]=[CH2:3].[CH2:7]([NH2:14])[C:8]1[CH:13]=[CH:12][CH:11]=[CH:10][CH:9]=1. (2) The reactants are: [NH2:1][C:2]1[CH:3]=[C:4]([N:8]2[C:12](=[O:13])[CH2:11][CH:10]([C:14]([NH:16][CH:17]([C:24]3[CH:25]=[N:26][CH:27]=[CH:28][CH:29]=3)[CH2:18][C:19]([O:21][CH2:22][CH3:23])=[O:20])=[O:15])[CH2:9]2)[CH:5]=[CH:6][CH:7]=1.C([O-])(O)=O.[Na+].Br[CH2:36][C:37]([NH:39][C:40]1[CH:45]=[CH:44][CH:43]=[CH:42][CH:41]=1)=[O:38]. Given the product [O:13]=[C:12]1[N:8]([C:4]2[CH:5]=[CH:6][CH:7]=[C:2]([NH:1][CH2:36][C:37](=[O:38])[NH:39][C:40]3[CH:45]=[CH:44][CH:43]=[CH:42][CH:41]=3)[CH:3]=2)[CH2:9][CH:10]([C:14]([NH:16][CH:17]([C:24]2[CH:25]=[N:26][CH:27]=[CH:28][CH:29]=2)[CH2:18][C:19]([O:21][CH2:22][CH3:23])=[O:20])=[O:15])[CH2:11]1, predict the reactants needed to synthesize it. (3) Given the product [CH3:17][C:11]1([O:10][C:8](=[O:9])[NH:7][C@H:3]2[C:4](=[O:6])[O:5][C@H:2]2[CH3:18])[CH2:16][CH2:15][CH2:14][CH2:13][CH2:12]1, predict the reactants needed to synthesize it. The reactants are: O[C@H:2]([CH3:18])[C@H:3]([NH:7][C:8]([O:10][C:11]1([CH3:17])[CH2:16][CH2:15][CH2:14][CH2:13][CH2:12]1)=[O:9])[C:4]([OH:6])=[O:5].C1CN([P+](ON2N=NC3C=CC=CC2=3)(N2CCCC2)N2CCCC2)CC1.F[P-](F)(F)(F)(F)F.CCN(CC)CC. (4) Given the product [CH3:19][N:16]1[CH2:17][CH2:18][CH:13]([O:12][C:10]2[CH:9]=[CH:8][CH:7]=[C:6]3[C:11]=2[C:2]([NH:28][C@@H:21]([C:22]2[CH:27]=[CH:26][CH:25]=[CH:24][CH:23]=2)[CH3:20])=[N:3][CH:4]=[N:5]3)[CH2:14][CH2:15]1, predict the reactants needed to synthesize it. The reactants are: Cl[C:2]1[C:11]2[C:6](=[CH:7][CH:8]=[CH:9][C:10]=2[O:12][CH:13]2[CH2:18][CH2:17][N:16]([CH3:19])[CH2:15][CH2:14]2)[N:5]=[CH:4][N:3]=1.[CH3:20][C@@H:21]([NH2:28])[C:22]1[CH:27]=[CH:26][CH:25]=[CH:24][CH:23]=1.C(N(C(C)C)CC)(C)C. (5) Given the product [C:3]([O:7][CH:8]([C:14]1[C:18]([C:19]2[CH:20]=[CH:21][C:22]3[O:27][CH2:26][CH2:25][CH2:24][C:23]=3[CH:28]=2)=[C:17]([Cl:29])[S:16][C:15]=1[CH3:30])[C:9]([OH:11])=[O:10])([CH3:6])([CH3:5])[CH3:4], predict the reactants needed to synthesize it. The reactants are: [OH-].[K+].[C:3]([O:7][CH:8]([C:14]1[C:18]([C:19]2[CH:20]=[CH:21][C:22]3[O:27][CH2:26][CH2:25][CH2:24][C:23]=3[CH:28]=2)=[C:17]([Cl:29])[S:16][C:15]=1[CH3:30])[C:9]([O:11]CC)=[O:10])([CH3:6])([CH3:5])[CH3:4]. (6) Given the product [CH:1]1([CH2:4][O:5][C:6]2[CH:11]=[CH:10][C:9]([C:12]3[O:13][C:14]4[CH2:24][CH2:23][CH:18]([OH:19])[CH2:17][C:15]=4[N:16]=3)=[CH:8][C:7]=2[F:25])[CH2:2][CH2:3]1, predict the reactants needed to synthesize it. The reactants are: [CH:1]1([CH2:4][O:5][C:6]2[CH:11]=[CH:10][C:9]([C:12]3[O:13][C:14]4[CH2:24][CH2:23][C:18]5(OCC[O:19]5)[CH2:17][C:15]=4[N:16]=3)=[CH:8][C:7]=2[F:25])[CH2:3][CH2:2]1.C1COCC1.Cl.C(=O)([O-])O.[Na+]. (7) Given the product [CH:3]1([C:6]#[C:7][C:8]#[C:9][C:10]2[CH:27]=[CH:26][C:13]([C:14]([NH:16][CH:17]([C:22]3([OH:25])[CH2:24][CH2:23]3)[C:18]([NH:1][OH:2])=[O:19])=[O:15])=[CH:12][CH:11]=2)[CH2:5][CH2:4]1, predict the reactants needed to synthesize it. The reactants are: [NH2:1][OH:2].[CH:3]1([C:6]#[C:7][C:8]#[C:9][C:10]2[CH:27]=[CH:26][C:13]([C:14]([NH:16][CH:17]([C:22]3([OH:25])[CH2:24][CH2:23]3)[C:18](OC)=[O:19])=[O:15])=[CH:12][CH:11]=2)[CH2:5][CH2:4]1. (8) Given the product [CH2:22]([N:5]([CH2:4][CH:3]([O:2][CH3:1])[O:16][CH3:17])[C:6](=[O:15])[O:7][CH2:8][C:9]1[CH:14]=[CH:13][CH:12]=[CH:11][CH:10]=1)[CH:21]=[CH2:20], predict the reactants needed to synthesize it. The reactants are: [CH3:1][O:2][CH:3]([O:16][CH3:17])[CH2:4][NH:5][C:6](=[O:15])[O:7][CH2:8][C:9]1[CH:14]=[CH:13][CH:12]=[CH:11][CH:10]=1.[OH-].[K+].[CH2:20](Br)[CH:21]=[CH2:22].